Task: Predict the reactants needed to synthesize the given product.. Dataset: Full USPTO retrosynthesis dataset with 1.9M reactions from patents (1976-2016) (1) The reactants are: [CH:1]([C:3]1[CH:12]=[CH:11][CH:10]=[CH:9][C:4]=1[C:5]([O:7][CH3:8])=[O:6])=O.[NH2:13][CH2:14][CH2:15][C:16]1[C:24]2[C:19](=[CH:20][CH:21]=[CH:22][CH:23]=2)[NH:18][CH:17]=1.[CH3:25][C:26]([CH2:28][C:29]([C:31](OC)=[O:32])=[O:30])=[O:27]. Given the product [NH:18]1[C:19]2[C:24](=[CH:23][CH:22]=[CH:21][CH:20]=2)[C:16]([CH2:15][CH2:14][N:13]2[C:31](=[O:32])[C:29]([OH:30])=[C:28]([C:26](=[O:27])[CH3:25])[CH:1]2[C:3]2[CH:12]=[CH:11][CH:10]=[CH:9][C:4]=2[C:5]([O:7][CH3:8])=[O:6])=[CH:17]1, predict the reactants needed to synthesize it. (2) Given the product [F:30][C:23]1[CH:22]=[C:21]([C:6]2[CH:11]=[N:10][CH:9]=[N:8][CH:7]=2)[S:25][C:24]=1[C:26]([O:28][CH3:29])=[O:27], predict the reactants needed to synthesize it. The reactants are: C([Sn](CCCC)(CCCC)[C:6]1[CH:7]=[N:8][CH:9]=[N:10][CH:11]=1)CCC.Br[C:21]1[S:25][C:24]([C:26]([O:28][CH3:29])=[O:27])=[C:23]([F:30])[CH:22]=1.O1C=CC=C1P(C1OC=CC=1)C1OC=CC=1. (3) The reactants are: O[C:2]1[C:7]([C:8]([O:10][CH2:11][CH3:12])=[O:9])=[CH:6][N:5]=[C:4]2[N:13]([C:17]3[CH:22]=[CH:21][CH:20]=[CH:19][N:18]=3)[N:14]=[C:15]([CH3:16])[C:3]=12.P(Cl)(Cl)([Cl:25])=O. Given the product [Cl:25][C:2]1[C:7]([C:8]([O:10][CH2:11][CH3:12])=[O:9])=[CH:6][N:5]=[C:4]2[N:13]([C:17]3[CH:22]=[CH:21][CH:20]=[CH:19][N:18]=3)[N:14]=[C:15]([CH3:16])[C:3]=12, predict the reactants needed to synthesize it. (4) Given the product [C:37]([NH:40][C@H:41]([C:46]([OH:48])=[O:47])[CH2:42][CH:43]([CH3:44])[CH3:45])(=[O:39])[CH3:38].[CH2:19]([O:21][C:22]1[CH:23]=[C:24]([C@H:30]([NH2:36])[CH2:31][S:32]([CH3:35])(=[O:34])=[O:33])[CH:25]=[CH:26][C:27]=1[O:28][CH3:29])[CH3:20], predict the reactants needed to synthesize it. The reactants are: C(OC1C=C(NCCS(C)(=O)=O)C=CC=1OC)C.[CH2:19]([O:21][C:22]1[CH:23]=[C:24]([CH:30]([NH2:36])[CH2:31][S:32]([CH3:35])(=[O:34])=[O:33])[CH:25]=[CH:26][C:27]=1[O:28][CH3:29])[CH3:20].[C:37]([NH:40][C@H:41]([C:46]([OH:48])=[O:47])[CH2:42][CH:43]([CH3:45])[CH3:44])(=[O:39])[CH3:38].